Dataset: Full USPTO retrosynthesis dataset with 1.9M reactions from patents (1976-2016). Task: Predict the reactants needed to synthesize the given product. (1) Given the product [Cl:9][C:4]1[CH:3]=[C:2]([C:12]2[CH:11]=[N:10][CH:15]=[CH:14][CH:13]=2)[CH:7]=[C:6]([Cl:8])[CH:5]=1, predict the reactants needed to synthesize it. The reactants are: Br[C:2]1[CH:7]=[C:6]([Cl:8])[CH:5]=[C:4]([Cl:9])[CH:3]=1.[N:10]1[CH:15]=[CH:14][CH:13]=[C:12](B2OC(C)(C)C(C)(C)O2)[CH:11]=1.C([O-])([O-])=O.[Na+].[Na+]. (2) Given the product [ClH:35].[ClH:35].[ClH:35].[CH3:1][C:2]1[S:6][C:5]([NH:7][C:8]([C:10]2[CH:11]=[C:12]([C@@H:15]3[CH2:17][C@H:16]3[NH:18][CH2:19][CH:20]3[CH2:25][CH2:24][N:23]([CH2:26][CH2:27][C:28]([OH:30])=[O:29])[CH2:22][CH2:21]3)[S:13][CH:14]=2)=[O:9])=[N:4][N:3]=1, predict the reactants needed to synthesize it. The reactants are: [CH3:1][C:2]1[S:6][C:5]([NH:7][C:8]([C:10]2[CH:11]=[C:12]([C@@H:15]3[CH2:17][C@H:16]3[NH:18][CH2:19][CH:20]3[CH2:25][CH2:24][N:23]([CH2:26][CH2:27][C:28]([O:30]C(C)(C)C)=[O:29])[CH2:22][CH2:21]3)[S:13][CH:14]=2)=[O:9])=[N:4][N:3]=1.[ClH:35].C(OCC)(=O)C. (3) Given the product [Cl:1][C:2]1[CH:23]=[CH:22][C:5]([CH2:6][NH:7][C:8]([C:10]2[C:19](=[O:20])[C:18]3[C:13]4=[C:14]([CH:26]=[C:25]([CH2:24][OH:27])[N:12]4[CH:11]=2)[CH:15]=[CH:16][CH:17]=3)=[O:9])=[CH:4][CH:3]=1, predict the reactants needed to synthesize it. The reactants are: [Cl:1][C:2]1[CH:23]=[CH:22][C:5]([CH2:6][NH:7][C:8]([C:10]2[CH:11]=[N:12][C:13]3[C:18]([C:19]=2[OH:20])=[CH:17][CH:16]=[CH:15][C:14]=3I)=[O:9])=[CH:4][CH:3]=1.[CH2:24]([OH:27])[C:25]#[CH:26]. (4) Given the product [O:21]=[C:18]1[NH:19][CH:20]=[C:15]([CH2:14][N:6]2[C:7]3[CH:8]=[CH:9][CH:10]=[CH:11][C:1]=3[C:2](=[O:3])[O:4][C:5]2=[O:12])[CH:16]=[CH:17]1, predict the reactants needed to synthesize it. The reactants are: [C:1]12[C:7](=[CH:8][CH:9]=[CH:10][CH:11]=1)[NH:6][C:5](=[O:12])[O:4][C:2]2=[O:3].O[CH2:14][C:15]1[CH:16]=[CH:17][C:18](=[O:21])[NH:19][CH:20]=1. (5) Given the product [N:31]1[CH:32]=[CH:33][CH:34]=[C:29]([C:2]2[S:6][C:5]([C:7]3[CH:12]=[CH:11][N:10]=[C:9]([NH:13][CH:14]4[CH2:19][C:18]([CH3:21])([CH3:20])[NH:17][C:16]([CH3:23])([CH3:22])[CH2:15]4)[N:8]=3)=[CH:4][CH:3]=2)[CH:30]=1, predict the reactants needed to synthesize it. The reactants are: Br[C:2]1[S:6][C:5]([C:7]2[CH:12]=[CH:11][N:10]=[C:9]([NH:13][CH:14]3[CH2:19][C:18]([CH3:21])([CH3:20])[NH:17][C:16]([CH3:23])([CH3:22])[CH2:15]3)[N:8]=2)=[CH:4][CH:3]=1.C([Sn](CCCC)(CCCC)[C:29]1[CH:30]=[N:31][CH:32]=[CH:33][CH:34]=1)CCC. (6) Given the product [CH:1]1([CH:5]([NH:11][C:12]2[C:17]([F:18])=[CH:16][N:15]=[C:14]([C:19]3[C:27]4[C:22](=[N:23][CH:24]=[C:25]([F:28])[CH:26]=4)[NH:21][CH:20]=3)[N:13]=2)[CH2:6][C:7]([O:9][CH3:10])=[O:8])[CH2:2][CH2:3][CH2:4]1, predict the reactants needed to synthesize it. The reactants are: [CH:1]1([CH:5]([NH:11][C:12]2[C:17]([F:18])=[CH:16][N:15]=[C:14]([C:19]3[C:27]4[C:22](=[N:23][CH:24]=[C:25]([F:28])[CH:26]=4)[N:21](S(C4C=CC(C)=CC=4)(=O)=O)[CH:20]=3)[N:13]=2)[CH2:6][C:7]([O:9][CH3:10])=[O:8])[CH2:4][CH2:3][CH2:2]1.C1(C(NC2C(F)=CN=C(C3C4C(=NC=C(F)C=4)N(S(C4C=CC(C)=CC=4)(=O)=O)C=3)N=2)CC([O-])=O)CCC1.C[O-].[Na+]. (7) Given the product [F:38][C:19]1([F:18])[C:23]2[N:24]([CH2:31][C:32]([OH:34])=[O:33])[N:25]=[C:26]([C:27]([F:30])([F:28])[F:29])[C:22]=2[CH:21]2[CH2:37][CH:20]12, predict the reactants needed to synthesize it. The reactants are: FC(F)(F)C1C2C3CC3CC=2N(CC(O)=O)N=1.[F:18][C:19]1([F:38])[C:23]2[N:24]([CH2:31][C:32]([O:34]CC)=[O:33])[N:25]=[C:26]([C:27]([F:30])([F:29])[F:28])[C:22]=2[CH:21]2[CH2:37][CH:20]12. (8) Given the product [O:1]1[C:5]2[CH:6]=[CH:7][CH:8]=[CH:9][C:4]=2[CH:3]=[C:2]1[C:10]1[N:19]=[C:18]([Cl:23])[C:17]2[C:12](=[CH:13][CH:14]=[CH:15][CH:16]=2)[N:11]=1, predict the reactants needed to synthesize it. The reactants are: [O:1]1[C:5]2[CH:6]=[CH:7][CH:8]=[CH:9][C:4]=2[CH:3]=[C:2]1[C:10]1[NH:19][C:18](=O)[C:17]2[C:12](=[CH:13][CH:14]=[CH:15][CH:16]=2)[N:11]=1.O=P(Cl)(Cl)[Cl:23].